Predict the reaction yield, written as a fraction of the theoretical maximum amount of product (1.0 means a 100% yield; for example, 0.34 means a 34% yield). From a dataset of Reaction yield outcomes from USPTO patents with 853,638 reactions. (1) The reactants are C([O:3][C:4]([C:6]1[C:7]([C:11](=[O:16])[NH:12][CH:13]2[CH2:15][CH2:14]2)=[N:8][O:9][CH:10]=1)=[O:5])C.[Li+].[OH-].C(OCC)C. The catalyst is C1COCC1.C(O)C. The product is [CH:13]1([NH:12][C:11]([C:7]2[C:6]([C:4]([OH:5])=[O:3])=[CH:10][O:9][N:8]=2)=[O:16])[CH2:14][CH2:15]1. The yield is 0.800. (2) The reactants are C([C:4]([C@H:6]([C@@H:8]([C@@H:10]([N:13]=[N+:14]=[N-:15])[CH2:11][OH:12])[OH:9])[OH:7])=[O:5])C=C.O. The catalyst is CO.[Pd](Cl)Cl. The product is [N:13]([C@@H:10]([CH2:11][OH:12])[C@@H:8]([OH:9])[C@H:6]([OH:7])[CH:4]=[O:5])=[N+:14]=[N-:15]. The yield is 0.620. (3) The reactants are [Cl:1][C:2]1[S:6][C:5]([C:7]2[N:11]([C:12]3[CH:17]=[CH:16][C:15]([Cl:18])=[CH:14][C:13]=3[Cl:19])[N:10]=[C:9]([C:20](Cl)=[O:21])[C:8]=2[CH3:23])=[CH:4][CH:3]=1.[N:24]1([C:29](=[O:31])[CH3:30])[CH2:28][CH2:27][CH2:26][CH2:25]1.C[Si]([N-][Si](C)(C)C)(C)C.[Li+]. No catalyst specified. The product is [Cl:1][C:2]1[S:6][C:5]([C:7]2[N:11]([C:12]3[CH:17]=[CH:16][C:15]([Cl:18])=[CH:14][C:13]=3[Cl:19])[N:10]=[C:9]([C:20](=[O:21])[CH2:30][C:29]([N:24]3[CH2:28][CH2:27][CH2:26][CH2:25]3)=[O:31])[C:8]=2[CH3:23])=[CH:4][CH:3]=1. The yield is 0.350. (4) The reactants are [C:1]([OH:8])(=O)[CH2:2][CH2:3][CH2:4][CH2:5][CH3:6].[Cl:9][C:10]1[CH:31]=[C:30]([Cl:32])[CH:29]=[CH:28][C:11]=1[CH2:12][N:13]1[C:17]([CH2:18][CH2:19][S:20]([NH2:23])(=[O:22])=[O:21])=[CH:16][C:15]([O:24][CH:25]([CH3:27])[CH3:26])=[N:14]1.N12CCCN=C1CCCCC2. The catalyst is O1CCCC1. The product is [Cl:9][C:10]1[CH:31]=[C:30]([Cl:32])[CH:29]=[CH:28][C:11]=1[CH2:12][N:13]1[C:17]([CH2:18][CH2:19][S:20]([NH:23][C:1](=[O:8])[CH2:2][CH2:3][CH2:4][CH2:5][CH3:6])(=[O:22])=[O:21])=[CH:16][C:15]([O:24][CH:25]([CH3:27])[CH3:26])=[N:14]1. The yield is 0.0900. (5) The yield is 0.700. The product is [Br:33][CH2:34][CH2:35][O:36][CH2:37][CH2:38][N:13]1[C:14](=[O:16])[C:15]2[N:7]([CH2:6][C:5]3[CH:4]=[CH:3][C:2]([Cl:1])=[CH:32][CH:31]=3)[C:8]([O:19][C:20]3[CH:25]=[CH:24][CH:23]=[C:22]([O:26][C:27]([F:30])([F:28])[F:29])[CH:21]=3)=[N:9][C:10]=2[N:11]([CH3:18])[C:12]1=[O:17]. The catalyst is CN(C=O)C. The reactants are [Cl:1][C:2]1[CH:32]=[CH:31][C:5]([CH2:6][N:7]2[C:15]3[C:14](=[O:16])[NH:13][C:12](=[O:17])[N:11]([CH3:18])[C:10]=3[N:9]=[C:8]2[O:19][C:20]2[CH:25]=[CH:24][CH:23]=[C:22]([O:26][C:27]([F:30])([F:29])[F:28])[CH:21]=2)=[CH:4][CH:3]=1.[Br:33][CH2:34][CH2:35][O:36][CH2:37][CH2:38]Br.C(=O)([O-])[O-].[K+].[K+]. (6) The reactants are [C:1]([CH2:3][C:4]([O:6]C)=O)#[N:2].[CH3:8][NH:9][CH2:10][CH2:11][OH:12]. The catalyst is C(O)C. The product is [C:1]([CH2:3][C:4]([N:9]([CH2:10][CH2:11][OH:12])[CH3:8])=[O:6])#[N:2]. The yield is 0.970. (7) The reactants are [C:1]([C:4]1[C:9]([NH:10][C:11]([C:13]2[CH:18]=[CH:17][CH:16]=[C:15]([CH3:19])[N:14]=2)=O)=[C:8]([CH3:20])[C:7]([O:21][CH3:22])=[CH:6][CH:5]=1)(=[O:3])[CH3:2].[OH-].[K+].O. The catalyst is N1C=CC=CC=1. The product is [OH:3][C:1]1[C:4]2[C:9](=[C:8]([CH3:20])[C:7]([O:21][CH3:22])=[CH:6][CH:5]=2)[N:10]=[C:11]([C:13]2[CH:18]=[CH:17][CH:16]=[C:15]([CH3:19])[N:14]=2)[CH:2]=1. The yield is 0.950. (8) The reactants are [H-].[Na+].[NH:3]1[CH:7]=[CH:6][N:5]=[CH:4]1.Br[CH2:9][CH:10]([C:12]1[S:13][CH:14]=[CH:15][CH:16]=1)[OH:11]. The catalyst is O1CCCC1. The product is [NH:3]1[CH:7]=[CH:6][N:5]=[C:4]1[CH2:9][CH:10]([C:12]1[S:13][CH:14]=[CH:15][CH:16]=1)[OH:11]. The yield is 0.210. (9) The reactants are [C:1]([OH:18])(=O)[CH2:2][CH2:3][CH2:4][CH2:5][CH2:6][CH2:7][CH2:8][CH2:9][CH2:10][CH2:11][CH2:12][CH2:13][CH2:14][CH2:15][CH3:16].[CH3:19][C:20]1[N:21]=[C:22]([NH2:31])[S:23][C:24]=1[CH2:25][CH2:26][O:27][N+:28]([O-:30])=[O:29]. No catalyst specified. The product is [CH3:19][C:20]1[N:21]=[C:22]([NH:31][C:1](=[O:18])[CH2:2][CH2:3][CH2:4][CH2:5][CH2:6][CH2:7][CH2:8][CH2:9][CH2:10][CH2:11][CH2:12][CH2:13][CH2:14][CH2:15][CH3:16])[S:23][C:24]=1[CH2:25][CH2:26][O:27][N+:28]([O-:30])=[O:29]. The yield is 0.620. (10) The reactants are [CH3:1][S:2][C:3](=[NH:5])[NH2:4].[OH-:6].[Na+].Cl[C:9]([O:11][CH2:12][C:13]1[CH:18]=[CH:17][C:16]([N+:19]([O-:21])=[O:20])=[CH:15][CH:14]=1)=[O:10]. The catalyst is C(Cl)Cl. The product is [N+:19]([C:16]1[CH:17]=[CH:18][C:13]([CH2:12][O:11][C:9]([NH:5][C:3](=[N:4][C:9]([O:11][CH2:12][C:13]2[CH:14]=[CH:15][C:16]([N+:19]([O-:21])=[O:20])=[CH:17][CH:18]=2)=[O:6])[S:2][CH3:1])=[O:10])=[CH:14][CH:15]=1)([O-:21])=[O:20]. The yield is 0.840.